From a dataset of Full USPTO retrosynthesis dataset with 1.9M reactions from patents (1976-2016). Predict the reactants needed to synthesize the given product. (1) Given the product [CH3:6][N:7]([CH3:2])[C:27]([C:38]1[CH:37]=[CH:8][C:5]([C:2]2[N:7]=[CH:6][C:5]([CH2:8][N:9]([CH3:23])[CH:10]3[CH2:15][CH2:14][N:13]([C:16]([O:18][C:19]([CH3:22])([CH3:21])[CH3:20])=[O:17])[CH2:12][CH2:11]3)=[CH:4][CH:3]=2)=[CH:4][CH:3]=1)=[O:30], predict the reactants needed to synthesize it. The reactants are: Cl[C:2]1[N:7]=[CH:6][C:5]([CH2:8][N:9]([CH3:23])[CH:10]2[CH2:15][CH2:14][N:13]([C:16]([O:18][C:19]([CH3:22])([CH3:21])[CH3:20])=[O:17])[CH2:12][CH2:11]2)=[CH:4][CH:3]=1.B(O)O.[C:27]([O-:30])([O-])=O.[K+].[K+].O1[CH2:38][CH2:37]OCC1. (2) The reactants are: [Br:1][C:2]1[CH:7]=[CH:6][C:5]([OH:8])=[C:4]([O:9][CH3:10])[C:3]=1[OH:11].C(=O)([O-])[O-].[K+].[K+].[CH3:18][O:19][CH2:20]Cl. Given the product [Br:1][C:2]1[CH:7]=[CH:6][C:5]([OH:8])=[C:4]([O:9][CH3:10])[C:3]=1[O:11][CH2:18][O:19][CH3:20], predict the reactants needed to synthesize it. (3) Given the product [O:18]=[C:16]1[NH:15][C:14](=[O:19])[CH:13]([CH2:12][C:11]2[CH:20]=[CH:21][C:8]([N:5]3[CH2:6][CH2:7][CH:2]([NH:22][CH2:23][C@@H:24]([C:26]4[CH:27]=[CH:28][C:29]([OH:42])=[C:30]([NH:32][S:33]([C:36]5[CH:37]=[CH:38][CH:39]=[CH:40][CH:41]=5)(=[O:35])=[O:34])[CH:31]=4)[OH:25])[CH2:3][CH2:4]3)=[CH:9][CH:10]=2)[S:17]1, predict the reactants needed to synthesize it. The reactants are: O=[C:2]1[CH2:7][CH2:6][N:5]([C:8]2[CH:21]=[CH:20][C:11]([CH2:12][CH:13]3[S:17][C:16](=[O:18])[NH:15][C:14]3=[O:19])=[CH:10][CH:9]=2)[CH2:4][CH2:3]1.[NH2:22][CH2:23][C@@H:24]([C:26]1[CH:27]=[CH:28][C:29]([OH:42])=[C:30]([NH:32][S:33]([C:36]2[CH:41]=[CH:40][CH:39]=[CH:38][CH:37]=2)(=[O:35])=[O:34])[CH:31]=1)[OH:25]. (4) Given the product [OH:8][C:9]1[C:14]2[NH:15][C:16](=[O:19])[CH2:17][O:18][C:13]=2[C:12]([CH:20]([OH:24])[CH2:21][NH:36][C:33]2([CH2:32][O:25][C:26]3[CH:31]=[CH:30][CH:29]=[CH:28][CH:27]=3)[CH2:35][CH2:34]2)=[CH:11][CH:10]=1, predict the reactants needed to synthesize it. The reactants are: C([O:8][C:9]1[C:14]2[NH:15][C:16](=[O:19])[CH2:17][O:18][C:13]=2[C:12]([C:20](=[O:24])[CH:21](O)O)=[CH:11][CH:10]=1)C1C=CC=CC=1.[O:25]([CH2:32][C:33]1([NH2:36])[CH2:35][CH2:34]1)[C:26]1[CH:31]=[CH:30][CH:29]=[CH:28][CH:27]=1.FC(F)(F)C([O-])=O. (5) Given the product [CH3:1][O:2][C:3]([C:5]1[N:6]=[CH:7][N:8]([CH2:15][O:14][CH2:13][CH2:12][Si:11]([CH3:18])([CH3:17])[CH3:10])[CH:9]=1)=[O:4], predict the reactants needed to synthesize it. The reactants are: [CH3:1][O:2][C:3]([C:5]1[N:6]=[CH:7][NH:8][CH:9]=1)=[O:4].[CH3:10][Si:11]([CH3:18])([CH3:17])[CH2:12][CH2:13][O:14][CH2:15]Cl.C([O-])([O-])=O.[K+].[K+].CN(C=O)C.